Dataset: Forward reaction prediction with 1.9M reactions from USPTO patents (1976-2016). Task: Predict the product of the given reaction. Given the reactants [F:1][C:2]1[C:11]2[CH2:10][N:9]([C@H:12]([CH:16]([CH3:18])[CH3:17])[C:13]([OH:15])=O)[C:8](=[O:19])[C:7]3=[CH:20][NH:21][C:5]([C:6]=23)=[N:4][CH:3]=1.C1C=C2N=NN(O)C2=CC=1.O.CCN=C=NCCCN(C)C.Cl.Cl.[F:46][C:47]1([F:51])[CH2:50][NH:49][CH2:48]1.CN1CCOCC1, predict the reaction product. The product is: [F:46][C:47]1([F:51])[CH2:50][N:49]([C:13](=[O:15])[C@H:12]([N:9]2[C:8](=[O:19])[C:7]3=[CH:20][NH:21][C:5]4[C:6]3=[C:11]([C:2]([F:1])=[CH:3][N:4]=4)[CH2:10]2)[CH:16]([CH3:18])[CH3:17])[CH2:48]1.